This data is from Peptide-MHC class I binding affinity with 185,985 pairs from IEDB/IMGT. The task is: Regression. Given a peptide amino acid sequence and an MHC pseudo amino acid sequence, predict their binding affinity value. This is MHC class I binding data. (1) The peptide sequence is KFFMVHSLK. The MHC is HLA-A02:03 with pseudo-sequence HLA-A02:03. The binding affinity (normalized) is 0.0847. (2) The peptide sequence is KLDFIRNTK. The MHC is HLA-A26:02 with pseudo-sequence HLA-A26:02. The binding affinity (normalized) is 0.0847. (3) The peptide sequence is RARKRGITL. The MHC is BoLA-HD6 with pseudo-sequence BoLA-HD6. The binding affinity (normalized) is 0.820. (4) The peptide sequence is LELWERGTL. The MHC is H-2-Kk with pseudo-sequence H-2-Kk. The binding affinity (normalized) is 0.440. (5) The peptide sequence is SSDDFALI. The MHC is H-2-Kb with pseudo-sequence H-2-Kb. The binding affinity (normalized) is 0.330. (6) The peptide sequence is DTDISQLHH. The MHC is HLA-A31:01 with pseudo-sequence HLA-A31:01. The binding affinity (normalized) is 0.0847.